Dataset: Full USPTO retrosynthesis dataset with 1.9M reactions from patents (1976-2016). Task: Predict the reactants needed to synthesize the given product. (1) Given the product [NH2:21][C:19]1[O:20][C:2](=[O:3])[S:4][C:18]=1[C:14]1[NH:15][C:16](=[O:17])[C:11]([CH2:10][C:9]2[CH:26]=[CH:27][C:28]([Cl:29])=[C:7]([Cl:6])[CH:8]=2)=[C:12]([C:22]([F:24])([F:25])[F:23])[N:13]=1, predict the reactants needed to synthesize it. The reactants are: Cl[C:2]([S:4]Cl)=[O:3].[Cl:6][C:7]1[CH:8]=[C:9]([CH:26]=[CH:27][C:28]=1[Cl:29])[CH2:10][C:11]1[C:16](=[O:17])[NH:15][C:14]([CH2:18][C:19]([NH2:21])=[O:20])=[N:13][C:12]=1[C:22]([F:25])([F:24])[F:23]. (2) Given the product [F:31][C:32]1[N:43]=[CH:42][CH:41]=[CH:40][C:33]=1[C:34]([C:8]1[C:17]2[C:12](=[CH:13][CH:14]=[CH:15][CH:16]=2)[CH:11]=[C:10]([N:18]2[CH2:19][CH2:20][N:21]([C:24]([O:26][C:27]([CH3:30])([CH3:29])[CH3:28])=[O:25])[CH2:22][CH2:23]2)[N:9]=1)=[O:35], predict the reactants needed to synthesize it. The reactants are: CN(C)CCO.[Li].[CH:8]1[C:17]2[C:12](=[CH:13][CH:14]=[CH:15][CH:16]=2)[CH:11]=[C:10]([N:18]2[CH2:23][CH2:22][N:21]([C:24]([O:26][C:27]([CH3:30])([CH3:29])[CH3:28])=[O:25])[CH2:20][CH2:19]2)[N:9]=1.[F:31][C:32]1[N:43]=[CH:42][CH:41]=[CH:40][C:33]=1[C:34](N(OC)C)=[O:35].